From a dataset of Forward reaction prediction with 1.9M reactions from USPTO patents (1976-2016). Predict the product of the given reaction. (1) The product is: [Cl:1][C:2]1[CH:16]=[CH:15][C:5]([O:6][C:7]2[CH:8]=[CH:9][C:10]([C:11]([NH2:12])=[O:22])=[CH:13][CH:14]=2)=[CH:4][C:3]=1[C:17]([F:18])([F:19])[F:20]. Given the reactants [Cl:1][C:2]1[CH:16]=[CH:15][C:5]([O:6][C:7]2[CH:14]=[CH:13][C:10]([C:11]#[N:12])=[CH:9][CH:8]=2)=[CH:4][C:3]=1[C:17]([F:20])([F:19])[F:18].C([O-])([O-])=[O:22].[K+].[K+].OO.O, predict the reaction product. (2) The product is: [NH2:24][C:23]1[N:25]=[C:19]([NH2:20])[C:4]2[N:5]=[C:6]([C:9]3[CH:14]=[CH:13][C:12]([O:15][CH3:16])=[C:11]([O:17][CH3:18])[CH:10]=3)[CH:7]=[CH:8][C:3]=2[N:22]=1. Given the reactants [Na].N[C:3]1[C:4]([C:19]#[N:20])=[N:5][C:6]([C:9]2[CH:14]=[CH:13][C:12]([O:15][CH3:16])=[C:11]([O:17][CH3:18])[CH:10]=2)=[CH:7][CH:8]=1.Cl.[NH2:22][C:23]([NH2:25])=[NH:24], predict the reaction product.